Dataset: Forward reaction prediction with 1.9M reactions from USPTO patents (1976-2016). Task: Predict the product of the given reaction. (1) Given the reactants [Li+].[OH-].[NH2:3][C:4]1[C:9]([C:10]([F:13])([F:12])[F:11])=[CH:8][C:7]([CH2:14][C@@H:15]([O:36][C:37]([N:39]2[CH2:44][CH2:43][CH:42]([N:45]3[CH2:51][CH2:50][C:49]4[CH:52]=[CH:53][CH:54]=[CH:55][C:48]=4[NH:47][C:46]3=[O:56])[CH2:41][CH2:40]2)=[O:38])[C:16]([N:18]2[CH2:23][CH2:22][N:21]([CH:24]3[CH2:29][CH2:28][N:27]([CH3:30])[CH2:26][CH2:25]3)[C@H:20]([C:31]([O:33]CC)=[O:32])[CH2:19]2)=[O:17])=[CH:6][C:5]=1[Cl:57], predict the reaction product. The product is: [NH2:3][C:4]1[C:9]([C:10]([F:11])([F:13])[F:12])=[CH:8][C:7]([CH2:14][C@@H:15]([O:36][C:37]([N:39]2[CH2:40][CH2:41][CH:42]([N:45]3[CH2:51][CH2:50][C:49]4[CH:52]=[CH:53][CH:54]=[CH:55][C:48]=4[NH:47][C:46]3=[O:56])[CH2:43][CH2:44]2)=[O:38])[C:16]([N:18]2[CH2:23][CH2:22][N:21]([CH:24]3[CH2:25][CH2:26][N:27]([CH3:30])[CH2:28][CH2:29]3)[C@H:20]([C:31]([OH:33])=[O:32])[CH2:19]2)=[O:17])=[CH:6][C:5]=1[Cl:57]. (2) The product is: [C:47]([OH:46])(=[O:49])/[CH:48]=[CH:52]/[C:51]([OH:54])=[O:53].[F:22][C:19]1[CH:20]=[C:21]2[C:16]([N:15]=[CH:14][C:13](=[O:23])[N:12]2[CH2:11][CH2:10][N:7]2[CH2:6][CH2:5][CH:4]([NH:3][CH2:35][C:33]3[N:32]=[N:31][C:28]4[S:29][CH2:30][C:25](=[O:24])[NH:26][C:27]=4[CH:34]=3)[CH2:9][CH2:8]2)=[CH:17][CH:18]=1. Given the reactants Cl.Cl.[NH2:3][CH:4]1[CH2:9][CH2:8][N:7]([CH2:10][CH2:11][N:12]2[C:21]3[C:16](=[CH:17][CH:18]=[C:19]([F:22])[CH:20]=3)[N:15]=[CH:14][C:13]2=[O:23])[CH2:6][CH2:5]1.[O:24]=[C:25]1[CH2:30][S:29][C:28]2[N:31]=[N:32][C:33]([CH:35]=O)=[CH:34][C:27]=2[NH:26]1.[C:47]([O:46][BH-]([O:46][C:47](=[O:49])[CH3:48])[O:46][C:47](=[O:49])[CH3:48])(=[O:49])[CH3:48].[Na+].[C:51]([O:54][BH-]([O:54][C:51](=[O:53])[CH3:52])[O:54][C:51](=[O:53])[CH3:52])(=[O:53])[CH3:52].C(=O)(O)[O-].[Na+], predict the reaction product. (3) Given the reactants C(OC(=O)[NH:7][C:8]1[CH:13]=[C:12]([C:14]([F:17])([F:16])[F:15])[CH:11]=[C:10]([C:18]2[C:23]([C:24]#[C:25][C:26]3[CH:27]=[N:28][C:29]([NH2:32])=[CH:30][CH:31]=3)=[C:22]([CH3:33])[N:21]=[C:20]([NH2:34])[N:19]=2)[CH:9]=1)(C)(C)C.Cl, predict the reaction product. The product is: [NH2:32][C:29]1[N:28]=[CH:27][C:26]([C:25]#[C:24][C:23]2[C:18]([C:10]3[CH:11]=[C:12]([C:14]([F:17])([F:16])[F:15])[CH:13]=[C:8]([NH2:7])[CH:9]=3)=[N:19][C:20]([NH2:34])=[N:21][C:22]=2[CH3:33])=[CH:31][CH:30]=1.